From a dataset of Reaction yield outcomes from USPTO patents with 853,638 reactions. Predict the reaction yield, written as a fraction of the theoretical maximum amount of product (1.0 means a 100% yield; for example, 0.34 means a 34% yield). The reactants are [F:1][C:2]1[CH:10]=[C:9]2[C:5]([C:6]([CH3:32])=[CH:7][N:8]2[S:11]([C:14]2[C:23]3[C:18](=[CH:19][CH:20]=[CH:21][CH:22]=3)[C:17]([O:24][CH3:25])=[C:16]([N:26]3[CH2:31][CH2:30][NH:29][CH2:28][CH2:27]3)[CH:15]=2)(=[O:13])=[O:12])=[CH:4][CH:3]=1.[C:33]([BH3-])#N.[Na+].C=O. The catalyst is CO. The product is [F:1][C:2]1[CH:10]=[C:9]2[C:5]([C:6]([CH3:32])=[CH:7][N:8]2[S:11]([C:14]2[C:23]3[C:18](=[CH:19][CH:20]=[CH:21][CH:22]=3)[C:17]([O:24][CH3:25])=[C:16]([N:26]3[CH2:27][CH2:28][N:29]([CH3:33])[CH2:30][CH2:31]3)[CH:15]=2)(=[O:13])=[O:12])=[CH:4][CH:3]=1. The yield is 0.959.